From a dataset of Peptide-MHC class I binding affinity with 185,985 pairs from IEDB/IMGT. Regression. Given a peptide amino acid sequence and an MHC pseudo amino acid sequence, predict their binding affinity value. This is MHC class I binding data. (1) The peptide sequence is RPAIVVPAF. The MHC is HLA-A01:01 with pseudo-sequence HLA-A01:01. The binding affinity (normalized) is 0.0847. (2) The peptide sequence is GDLCGSVFL. The MHC is Mamu-A11 with pseudo-sequence Mamu-A11. The binding affinity (normalized) is 0.357.